Dataset: Peptide-MHC class I binding affinity with 185,985 pairs from IEDB/IMGT. Task: Regression. Given a peptide amino acid sequence and an MHC pseudo amino acid sequence, predict their binding affinity value. This is MHC class I binding data. (1) The peptide sequence is LLFRSIISI. The MHC is HLA-B46:01 with pseudo-sequence HLA-B46:01. The binding affinity (normalized) is 0.0847. (2) The binding affinity (normalized) is 0.0847. The peptide sequence is FHGIFYSIF. The MHC is HLA-A69:01 with pseudo-sequence HLA-A69:01. (3) The peptide sequence is RRLTARGII. The MHC is Mamu-B08 with pseudo-sequence Mamu-B08. The binding affinity (normalized) is 0.599. (4) The peptide sequence is VTNPAVLRK. The MHC is HLA-A03:01 with pseudo-sequence HLA-A03:01. The binding affinity (normalized) is 0.865. (5) The peptide sequence is KEEALKHF. The MHC is Mamu-A11 with pseudo-sequence Mamu-A11. The binding affinity (normalized) is 0.365.